This data is from Reaction yield outcomes from USPTO patents with 853,638 reactions. The task is: Predict the reaction yield, written as a fraction of the theoretical maximum amount of product (1.0 means a 100% yield; for example, 0.34 means a 34% yield). (1) The reactants are [Br:1][C:2]1[C:7]([F:8])=[CH:6][C:5]([CH2:9][OH:10])=[C:4]([Cl:11])[CH:3]=1.P(Br)(Br)Br.[CH:16]1(O)[CH2:21][CH2:20][CH2:19][CH2:18][CH2:17]1.[H-].[Na+]. The catalyst is ClCCl.CN(C)C=O. The product is [Br:1][C:2]1[CH:3]=[C:4]([Cl:11])[C:5]([CH2:9][O:10][CH:16]2[CH2:21][CH2:20][CH2:19][CH2:18][CH2:17]2)=[CH:6][C:7]=1[F:8]. The yield is 0.380. (2) The reactants are [OH:1][C:2]1[CH:11]=[C:10]2[C:5]([C:6](=[O:17])[CH:7]=[C:8]([C:12]([O:14][CH2:15][CH3:16])=[O:13])[O:9]2)=[CH:4][CH:3]=1.[H][H]. The catalyst is C(O)C.[Ni]. The product is [OH:1][C:2]1[CH:11]=[C:10]2[C:5]([C:6](=[O:17])[CH2:7][CH:8]([C:12]([O:14][CH2:15][CH3:16])=[O:13])[O:9]2)=[CH:4][CH:3]=1. The yield is 0.590.